From a dataset of Forward reaction prediction with 1.9M reactions from USPTO patents (1976-2016). Predict the product of the given reaction. (1) Given the reactants Br[C:2]1[CH:7]=[CH:6][C:5]([S:8]([CH2:11][O:12][CH3:13])(=[O:10])=[O:9])=[CH:4][CH:3]=1.[CH3:14][C@@H:15]1[CH2:19][CH2:18][CH2:17][N:16]1[CH2:20][CH2:21][C:22]1[CH:27]=[CH:26][C:25](B(O)O)=[CH:24][CH:23]=1.C1(P(C2CCCCC2)C2C=CC=CC=2C2C(C(C)C)=CC(C(C)C)=CC=2C(C)C)CCCCC1.P([O-])([O-])([O-])=O.[K+].[K+].[K+], predict the reaction product. The product is: [CH3:13][O:12][CH2:11][S:8]([C:5]1[CH:6]=[CH:7][C:2]([C:25]2[CH:24]=[CH:23][C:22]([CH2:21][CH2:20][N:16]3[CH2:17][CH2:18][CH2:19][C@H:15]3[CH3:14])=[CH:27][CH:26]=2)=[CH:3][CH:4]=1)(=[O:10])=[O:9]. (2) Given the reactants [Cl:1][C:2]1[CH:11]=[C:10]2[C:5]([C:6](O)=[C:7]([N+:12]([O-:14])=[O:13])[CH:8]=[N:9]2)=[CH:4][CH:3]=1.O=P(Cl)(Cl)[Cl:18], predict the reaction product. The product is: [Cl:18][C:6]1[C:5]2[C:10](=[CH:11][C:2]([Cl:1])=[CH:3][CH:4]=2)[N:9]=[CH:8][C:7]=1[N+:12]([O-:14])=[O:13]. (3) Given the reactants O[CH2:2][CH2:3][C@H:4]1[C:17](=[O:18])[N:16]([CH2:19][C:20]([CH3:23])([CH3:22])[CH3:21])[CH2:15][C:7]2[C:8]3[CH:9]=[N:10][NH:11][C:12]=3[CH:13]=[CH:14][C:6]=2[CH2:5]1.S(Cl)(Cl)=O.C(=O)([O-])[O-].[K+].[K+].[NH:34]1[CH2:39][CH2:38][CH:37]([N:40]2[CH2:49][C:48]3[C:43](=[CH:44][CH:45]=[CH:46][CH:47]=3)[NH:42][C:41]2=[O:50])[CH2:36][CH2:35]1, predict the reaction product. The product is: [CH2:19]([N:16]1[C:17](=[O:18])[C@H:4]([CH2:3][CH2:2][N:34]2[CH2:35][CH2:36][CH:37]([N:40]3[CH2:49][C:48]4[C:43](=[CH:44][CH:45]=[CH:46][CH:47]=4)[NH:42][C:41]3=[O:50])[CH2:38][CH2:39]2)[CH2:5][C:6]2[CH:14]=[CH:13][C:12]3[NH:11][N:10]=[CH:9][C:8]=3[C:7]=2[CH2:15]1)[C:20]([CH3:23])([CH3:22])[CH3:21].